This data is from Full USPTO retrosynthesis dataset with 1.9M reactions from patents (1976-2016). The task is: Predict the reactants needed to synthesize the given product. (1) Given the product [S:25]1[C:20]2[CH:21]=[CH:22][CH:23]=[CH:24][C:19]=2[N:18]=[C:16]1[C:13]1[CH:12]=[CH:11][C:10]([O:9][C:4]([CH3:3])([CH3:8])[C:5]([OH:7])=[O:6])=[CH:15][CH:14]=1, predict the reactants needed to synthesize it. The reactants are: C([CH2:3][C:4]([O:9][C:10]1[CH:15]=[CH:14][C:13]([CH:16]=O)=[CH:12][CH:11]=1)([CH3:8])[C:5]([OH:7])=[O:6])C.[NH2:18][C:19]1[CH:24]=[CH:23][CH:22]=[CH:21][C:20]=1[SH:25]. (2) The reactants are: [Br:1][CH2:2]/[CH:3]=[CH:4]/[C:5]([NH:7][C:8]1[CH:9]=[C:10]2[C:15](=[CH:16][C:17]=1[O:18][CH3:19])[N:14]=[CH:13][N:12]=[C:11]2[NH:20][C:21]1[CH:26]=[CH:25][C:24]([F:27])=[C:23]([Cl:28])[CH:22]=1)=[O:6].[O:29]1[CH2:33]C[C@H:31](O)[CH2:30]1. Given the product [Br:1][CH2:2]/[CH:3]=[CH:4]/[C:5]([NH:7][C:8]1[CH:9]=[C:10]2[C:15](=[CH:16][C:17]=1[O:18][C@H:19]1[CH2:31][CH2:30][O:29][CH2:33]1)[N:14]=[CH:13][N:12]=[C:11]2[NH:20][C:21]1[CH:26]=[CH:25][C:24]([F:27])=[C:23]([Cl:28])[CH:22]=1)=[O:6], predict the reactants needed to synthesize it.